Dataset: Full USPTO retrosynthesis dataset with 1.9M reactions from patents (1976-2016). Task: Predict the reactants needed to synthesize the given product. Given the product [Cl:1][C:2]1[N:7]=[C:6]([C:8]2[CH:9]=[N:10][CH:11]=[C:12]([Cl:14])[CH:13]=2)[C:5]2[N:15]([CH2:28][C@H:29]3[CH2:30][CH2:31][C@H:32]([CH3:35])[CH2:33][CH2:34]3)[C:16]([C:18]([C:21]3[C:26]([F:27])=[CH:25][CH:24]=[CH:23][N:22]=3)=[CH2:19])=[N:17][C:4]=2[CH:3]=1, predict the reactants needed to synthesize it. The reactants are: [Cl:1][C:2]1[N:7]=[C:6]([C:8]2[CH:9]=[N:10][CH:11]=[C:12]([Cl:14])[CH:13]=2)[C:5]2[N:15]([CH2:28][C@H:29]3[CH2:34][CH2:33][C@H:32]([CH3:35])[CH2:31][CH2:30]3)[C:16]([C:18]([C:21]3[C:26]([F:27])=[CH:25][CH:24]=[CH:23][N:22]=3)(O)[CH3:19])=[N:17][C:4]=2[CH:3]=1.N1C=CC=CC=1.S(Cl)(Cl)=O.